The task is: Predict the reaction yield, written as a fraction of the theoretical maximum amount of product (1.0 means a 100% yield; for example, 0.34 means a 34% yield).. This data is from Reaction yield outcomes from USPTO patents with 853,638 reactions. (1) The reactants are [Br:1][C:2]1[CH:3]=[CH:4][C:5]([OH:10])=[C:6]([CH:9]=1)[CH:7]=[O:8].[CH2:11]([CH:13]1[O:15][CH2:14]1)[Cl:12]. The catalyst is N1CCCCC1. The product is [Br:1][C:2]1[CH:3]=[CH:4][C:5]([O:10][CH2:14][CH:13]([OH:15])[CH2:11][Cl:12])=[C:6]([CH:9]=1)[CH:7]=[O:8]. The yield is 0.960. (2) The reactants are [Cl:1][C:2]1[N:7]=[C:6]2[S:8][C:9]([NH:11][C:12]3[CH:17]=[C:16]([CH3:18])[N:15]=[C:14](F)[N:13]=3)=[N:10][C:5]2=[CH:4][CH:3]=1.[NH2:20][C@H:21]1[CH2:26][CH2:25][C@H:24]([OH:27])[CH2:23][CH2:22]1.C(O)CO. The catalyst is O. The product is [Cl:1][C:2]1[N:7]=[C:6]2[S:8][C:9]([NH:11][C:12]3[CH:17]=[C:16]([CH3:18])[N:15]=[C:14]([NH:20][C@H:21]4[CH2:26][CH2:25][C@H:24]([OH:27])[CH2:23][CH2:22]4)[N:13]=3)=[N:10][C:5]2=[CH:4][CH:3]=1. The yield is 0.800. (3) The reactants are C(OC([NH:8][C:9]1[S:10][C:11]([Cl:74])=[C:12]([C:14](=[N:53][O:54]C(C2C=CC=CC=2)(C2C=CC=CC=2)C2C=CC=CC=2)[C:15]([NH:17][C@@H:18]2[C:25](=[O:26])[N:24]3[C@@H:19]2[S:20][CH2:21][C:22](/[CH:43]=[CH:44]/OS(C(F)(F)F)(=O)=O)=[C:23]3[C:27]([O:29]C(C2C=CC=CC=2)C2C=CC=CC=2)=[O:28])=[O:16])[N:13]=1)=O)(C)(C)C.[NH2:75][C:76]1[N:81]=[C:80]([SH:82])[N:79]=[C:78]2[NH:83][N:84]=[CH:85][C:77]=12. No catalyst specified. The product is [NH2:8][C:9]1[S:10][C:11]([Cl:74])=[C:12]([C:14](=[N:53][OH:54])[C:15]([NH:17][C@@H:18]2[C:25](=[O:26])[N:24]3[C@@H:19]2[S:20][CH2:21][C:22](/[CH:43]=[CH:44]/[S:82][C:80]2[N:79]=[C:78]4[NH:83][N:84]=[CH:85][C:77]4=[C:76]([NH2:75])[N:81]=2)=[C:23]3[C:27]([OH:29])=[O:28])=[O:16])[N:13]=1. The yield is 0.171.